This data is from Full USPTO retrosynthesis dataset with 1.9M reactions from patents (1976-2016). The task is: Predict the reactants needed to synthesize the given product. (1) Given the product [OH:1][C@H:2]([CH2:32][OH:33])[CH2:3][N:4]1[C:9](=[O:10])[C:8]2[C:11]([NH:18][C:19]3[CH:24]=[CH:23][C:22]([C:25]#[CH:26])=[CH:21][C:20]=3[F:31])=[C:12]([F:17])[C:13](=[O:16])[N:14]([CH3:15])[C:7]=2[N:6]=[CH:5]1, predict the reactants needed to synthesize it. The reactants are: [OH:1][C@H:2]([CH2:32][OH:33])[CH2:3][N:4]1[C:9](=[O:10])[C:8]2[C:11]([NH:18][C:19]3[CH:24]=[CH:23][C:22]([C:25]#[C:26][Si](C)(C)C)=[CH:21][C:20]=3[F:31])=[C:12]([F:17])[C:13](=[O:16])[N:14]([CH3:15])[C:7]=2[N:6]=[CH:5]1.CCCC[N+](CCCC)(CCCC)CCCC.[F-].C(Cl)Cl. (2) Given the product [F:29][C:26]1[CH:27]=[CH:28][C:23]([S:22][C:10]2[C:11]([C:13]([NH:15][C:16]3[CH:20]=[CH:19][N:18]([CH3:21])[N:17]=3)=[O:14])=[N:12][C:7]([S:30][C:31]3[N:35]([CH3:36])[CH:34]=[N:33][N:32]=3)=[CH:8][N:9]=2)=[CH:24][CH:25]=1, predict the reactants needed to synthesize it. The reactants are: CN(C)C=O.Br[C:7]1[N:12]=[C:11]([C:13]([NH:15][C:16]2[CH:20]=[CH:19][N:18]([CH3:21])[N:17]=2)=[O:14])[C:10]([S:22][C:23]2[CH:28]=[CH:27][C:26]([F:29])=[CH:25][CH:24]=2)=[N:9][CH:8]=1.[SH:30][C:31]1[N:35]([CH3:36])[CH:34]=[N:33][N:32]=1.C(=O)([O-])[O-].[K+].[K+]. (3) Given the product [CH3:21][S:22]([O:1][CH2:2][C:3]1[S:7][C:6]([C:8]2[CH:13]=[CH:12][CH:11]=[CH:10][N:9]=2)=[N:5][N:4]=1)(=[O:24])=[O:23], predict the reactants needed to synthesize it. The reactants are: [OH:1][CH2:2][C:3]1[S:7][C:6]([C:8]2[CH:13]=[CH:12][CH:11]=[CH:10][N:9]=2)=[N:5][N:4]=1.C(N(CC)CC)C.[CH3:21][S:22](Cl)(=[O:24])=[O:23]. (4) Given the product [NH2:7][C:8]1[C:9]2[CH2:15][N:14]([C:16]([O:18][C:19]([CH3:22])([CH3:21])[CH3:20])=[O:17])[CH2:13][C:10]=2[N:11]([C:1]([O:2][CH2:3][CH3:4])=[O:5])[N:12]=1, predict the reactants needed to synthesize it. The reactants are: [C:1](Cl)(=[O:5])[O:2][CH2:3][CH3:4].[NH2:7][C:8]1[C:9]2[CH2:15][N:14]([C:16]([O:18][C:19]([CH3:22])([CH3:21])[CH3:20])=[O:17])[CH2:13][C:10]=2[NH:11][N:12]=1.C(N(C(C)C)CC)(C)C. (5) Given the product [ClH:1].[ClH:22].[Cl:1][C:2]1[S:6][C:5]([C:7]2[NH:8][C:9]([CH2:24][Cl:25])=[C:10]([C:12]3[CH:13]=[N:14][CH:15]=[CH:16][CH:17]=3)[N:11]=2)=[CH:4][CH:3]=1, predict the reactants needed to synthesize it. The reactants are: [Cl:1][C:2]1[S:6][C:5]([C:7]2[N:8](C)[C:9](O)=[C:10]([C:12]3[CH:13]=[N:14][CH:15]=[CH:16][CH:17]=3)[N:11]=2)=[CH:4][CH:3]=1.S(Cl)([Cl:22])=O.[CH2:24](Cl)[Cl:25].